This data is from Forward reaction prediction with 1.9M reactions from USPTO patents (1976-2016). The task is: Predict the product of the given reaction. (1) Given the reactants [O:1]1[C:5]([C:6]2[CH:14]=[CH:13][C:9]([C:10]([OH:12])=O)=[CH:8][CH:7]=2)=[CH:4][N:3]=[CH:2]1.[C:15]([O:19][C:20]([N:22]1[CH2:27][CH2:26][CH:25]([NH:28][CH:29]2[CH2:31][CH2:30]2)[CH:24]([O:32][CH3:33])[CH2:23]1)=[O:21])([CH3:18])([CH3:17])[CH3:16], predict the reaction product. The product is: [C:15]([O:19][C:20]([N:22]1[CH2:27][CH2:26][CH:25]([N:28]([CH:29]2[CH2:31][CH2:30]2)[C:10](=[O:12])[C:9]2[CH:8]=[CH:7][C:6]([C:5]3[O:1][CH:2]=[N:3][CH:4]=3)=[CH:14][CH:13]=2)[CH:24]([O:32][CH3:33])[CH2:23]1)=[O:21])([CH3:18])([CH3:17])[CH3:16]. (2) Given the reactants Cl[C:2]1[CH:7]=[C:6]([F:8])[CH:5]=[CH:4][C:3]=1[N:9]1[CH2:14][CH2:13][N:12]([C:15]([C:17]2[CH:22]=[CH:21][CH:20]=[C:19]([Cl:23])[C:18]=2[Cl:24])=[O:16])[CH2:11][C:10]1=[O:25].FC1C=C[C:30](N2CCNCC2=O)=[C:29]([O:40]C(C)C)[CH:28]=1, predict the reaction product. The product is: [Cl:24][C:18]1[C:19]([Cl:23])=[CH:20][CH:21]=[CH:22][C:17]=1[C:15]([N:12]1[CH2:13][CH2:14][N:9]([C:3]2[CH:4]=[CH:5][C:6]([F:8])=[CH:7][C:2]=2[O:40][CH:29]([CH3:30])[CH3:28])[C:10](=[O:25])[CH2:11]1)=[O:16].